This data is from Reaction yield outcomes from USPTO patents with 853,638 reactions. The task is: Predict the reaction yield, written as a fraction of the theoretical maximum amount of product (1.0 means a 100% yield; for example, 0.34 means a 34% yield). No catalyst specified. The reactants are CC(C)[C@H](N1CC2C(=CC(C3C=CC(NS(C4C=CC=CC=4)(=O)=O)=CC=3)=CC=2)C1=O)C(O)=O.[F:34][C:35]1[CH:36]=[C:37]([S:42]([NH:45][C:46]2[CH:51]=[CH:50][C:49]([C:52]3[CH:60]=[C:59]4[C:55]([CH2:56][N:57]([C@@H:62]([CH:67]([CH3:69])[CH3:68])[C:63]([O:65]C)=[O:64])[C:58]4=[O:61])=[CH:54][CH:53]=3)=[CH:48][CH:47]=2)(=[O:44])=[O:43])[CH:38]=[CH:39][C:40]=1[F:41]. The yield is 0.960. The product is [F:34][C:35]1[CH:36]=[C:37]([S:42]([NH:45][C:46]2[CH:47]=[CH:48][C:49]([C:52]3[CH:60]=[C:59]4[C:55]([CH2:56][N:57]([C@@H:62]([CH:67]([CH3:69])[CH3:68])[C:63]([OH:65])=[O:64])[C:58]4=[O:61])=[CH:54][CH:53]=3)=[CH:50][CH:51]=2)(=[O:44])=[O:43])[CH:38]=[CH:39][C:40]=1[F:41].